From a dataset of Drug-target binding data from BindingDB using Ki measurements. Regression. Given a target protein amino acid sequence and a drug SMILES string, predict the binding affinity score between them. We predict pKi (pKi = -log10(Ki in M); higher means stronger inhibition). Dataset: bindingdb_ki. (1) The drug is Cc1cc(C)cc(-c2[nH]c3c(c2[C@H](C)CNCCc2ccncc2)CN(C(=O)Cc2c(F)cccc2C(F)(F)F)CC3)c1. The target protein (P30969) has sequence MANNASLEQDQNHCSAINNSIPLTQGKLPTLTLSGKIRVTVTFFLFLLSTAFNASFLVKLQRWTQKRKKGKKLSRMKVLLKHLTLANLLETLIVMPLDGMWNITVQWYAGEFLCKVLSYLKLFSMYAPAFMMVVISLDRSLAVTQPLAVQSKSKLERSMTSLAWILSIVFAGPQLYIFRMIYLADGSGPAVFSQCVTHCSFPQWWHEAFYNFFTFSCLFIIPLLIMLICNAKIIFALTRVLHQDPRKLQLNQSKNNIPRARLRTLKMTVAFGTSFVICWTPYYVLGIWYWFDPEMLNRVSEPVNHFFFLFAFLNPCFDPLIYGYFSL. The pKi is 9.2. (2) The small molecule is N[C@@H](CCS(=O)(=O)O)C(=O)O. The target protein (P35349) has sequence MGRLPVLLLWLAWWLSQAGIACGAGSVRLAGGLTLGGLFPVHARGAAGRACGALKKEQGVHRLEAMLYALDRVNADPELLPGVRLGARLLDTCSRDTYALEQALSFVQALIRGRGDGDEASVRCPGGVPPLRSAPPERVVAVVGASASSVSIMVANVLRLFAIPQISYASTAPELSDSTRYDFFSRVVPPDSYQAQAMVDIVRALGWNYVSTLASEGNYGESGVEAFVQISREAGGVCIAQSIKIPREPKPGEFHKVIRRLMETPNARGIIIFANEDDIRRVLEATRQANLTGHFLWVGSDSWGSKISPILNLEEEAVGAITILPKRASIDGFDQYFMTRSLENNRRNIWFAEFWEENFNCKLTSSGGQSDDSTRKCTGEERIGQDSAYEQEGKVQFVIDAVYAIAHALHSMHQALCPGHTGLCPAMEPTDGRTLLHYIRAVRFNGSAGTPVMFNENGDAPGRYDIFQYQATNGSASSGGYQAVGQWAEALRLDMEVLRW.... The pKi is 5.1. (3) The target protein sequence is FFLPCPLMLMLYWATFRGLRRWEAARRAKLHGRAPRRPSGPGPPAPDASQATDAAPAPDSGPTPDADPAPDAVAPPEAIAAEPPPQARRRRRAKITGRERKAMRVLPVVV. The small molecule is COc1ccccc1N1CCN(CCCCn2ncc(=O)n(C)c2=O)CC1. The pKi is 7.7. (4) The drug is COC(=O)[C@H]1[C@@H](c2ccc(Cl)cc2)C[C@@H]2CC[C@H]1N2. The target is MLLARMKPQVQPELGGADQ. The pKi is 8.3.